This data is from CYP1A2 inhibition data for predicting drug metabolism from PubChem BioAssay. The task is: Regression/Classification. Given a drug SMILES string, predict its absorption, distribution, metabolism, or excretion properties. Task type varies by dataset: regression for continuous measurements (e.g., permeability, clearance, half-life) or binary classification for categorical outcomes (e.g., BBB penetration, CYP inhibition). Dataset: cyp1a2_veith. The drug is FC(F)(F)c1nnc(-c2ccccc2)nc1Sc1ccccc1. The result is 1 (inhibitor).